From a dataset of Reaction yield outcomes from USPTO patents with 853,638 reactions. Predict the reaction yield, written as a fraction of the theoretical maximum amount of product (1.0 means a 100% yield; for example, 0.34 means a 34% yield). (1) The yield is 0.350. The product is [CH3:1][N:2]1[CH2:3][CH:4]=[C:5]([C:8]2[C:16]3[C:11](=[CH:12][CH:13]=[C:14]([O:17][S:24]([C:18]4[CH:23]=[CH:22][CH:21]=[CH:20][CH:19]=4)(=[O:26])=[O:25])[CH:15]=3)[NH:10][CH:9]=2)[CH2:6][CH2:7]1. The reactants are [CH3:1][N:2]1[CH2:7][CH:6]=[C:5]([C:8]2[C:16]3[C:11](=[CH:12][CH:13]=[C:14]([OH:17])[CH:15]=3)[NH:10][CH:9]=2)[CH2:4][CH2:3]1.[C:18]1([S:24](Cl)(=[O:26])=[O:25])[CH:23]=[CH:22][CH:21]=[CH:20][CH:19]=1. The catalyst is CN(C)C=O.[H-].[Na+]. (2) The reactants are C([N:8]1[CH:13]2[CH2:14][CH2:15][CH:9]1[CH2:10][N:11]([C:16]1[CH:21]=[CH:20][C:19]([F:22])=[CH:18][CH:17]=1)[CH2:12]2)C1C=CC=CC=1.[ClH:23].CO. No catalyst specified. The product is [ClH:23].[F:22][C:19]1[CH:20]=[CH:21][C:16]([N:11]2[CH2:10][CH:9]3[NH:8][CH:13]([CH2:14][CH2:15]3)[CH2:12]2)=[CH:17][CH:18]=1. The yield is 1.00.